From a dataset of Catalyst prediction with 721,799 reactions and 888 catalyst types from USPTO. Predict which catalyst facilitates the given reaction. (1) Reactant: N1C=CC=CC=1.[OH:7][C:8]1[CH:13]=[CH:12][C:11]([NH:14][C:15](=[O:17])[CH3:16])=[CH:10][CH:9]=1.[C:18](Cl)(=[O:29])[O:19][C:20]1[CH:25]=[CH:24][C:23]([N+:26]([O-:28])=[O:27])=[CH:22][CH:21]=1.O. Product: [C:18](=[O:29])([O:19][C:20]1[CH:21]=[CH:22][C:23]([N+:26]([O-:28])=[O:27])=[CH:24][CH:25]=1)[O:7][C:8]1[CH:9]=[CH:10][C:11]([NH:14][C:15](=[O:17])[CH3:16])=[CH:12][CH:13]=1. The catalyst class is: 4. (2) Reactant: C([O:8][C:9](=[O:35])[C:10]1[CH:15]=[CH:14][C:13]([CH:16]([NH:22][C:23]([NH:25][C:26]2[CH:27]=[C:28]3[C:32](=[CH:33][CH:34]=2)[CH2:31][CH2:30][CH2:29]3)=[O:24])[CH2:17][CH2:18][N:19]([CH3:21])[CH3:20])=[CH:12][CH:11]=1)C1C=CC=CC=1. Product: [CH3:21][N:19]([CH3:20])[CH2:18][CH2:17][CH:16]([NH:22][C:23]([NH:25][C:26]1[CH:27]=[C:28]2[C:32](=[CH:33][CH:34]=1)[CH2:31][CH2:30][CH2:29]2)=[O:24])[C:13]1[CH:12]=[CH:11][C:10]([C:9]([OH:35])=[O:8])=[CH:15][CH:14]=1. The catalyst class is: 129. (3) Reactant: [Cl:1][C:2]([F:13])([F:12])[CH2:3][C@@H:4]1[CH2:8][N:7]([CH2:9]O)[C:6](=[O:11])[CH2:5]1.S(Cl)([Cl:16])=O. Product: [Cl:1][C:2]([F:13])([F:12])[CH2:3][C@@H:4]1[CH2:8][N:7]([CH2:9][Cl:16])[C:6](=[O:11])[CH2:5]1. The catalyst class is: 4. (4) Reactant: [Cl:1][C:2]1[CH:9]=[CH:8][C:5]([CH:6]=O)=[CH:4][CH:3]=1.[O:10]=[C:11]([CH2:15][CH3:16])[C:12]([OH:14])=[O:13].[OH-].[K+].O. The catalyst class is: 5. Product: [Cl:1][C:2]1[CH:9]=[CH:8][C:5]([CH:6]=[C:15]([CH3:16])[C:11](=[O:10])[C:12]([OH:14])=[O:13])=[CH:4][CH:3]=1. (5) The catalyst class is: 3. Product: [OH:27][C@H:22]1[CH2:23][CH2:24][CH2:25][CH2:26][C@@H:21]1[NH:20][C:19]([C:9]1[C:7]2=[N:8][CH:3]=[CH:4][CH:5]=[C:6]2[N:11]([CH2:12][C:31]2[CH:32]=[CH:33][C:34]([O:37][C:38]([F:39])([F:40])[F:41])=[CH:35][CH:36]=2)[CH:10]=1)=[O:28]. Reactant: C([C:3]1[N:8]=[C:7]2[C:9]([C:19](=[O:28])[NH:20][C@H:21]3[CH2:26][CH2:25][CH2:24][CH2:23][C@@H:22]3[OH:27])=[CH:10][N:11]([C:12](OC(C)(C)C)=O)[C:6]2=[CH:5][CH:4]=1)#N.BrC[C:31]1[CH:36]=[CH:35][C:34]([O:37][C:38]([F:41])([F:40])[F:39])=[CH:33][CH:32]=1.C(=O)([O-])[O-].[Cs+].[Cs+]. (6) Reactant: [NH2:1][CH2:2][C@H:3]1[CH2:7][CH2:6][N:5]([C:8]([O:10][C:11]([CH3:14])([CH3:13])[CH3:12])=[O:9])[CH2:4]1.C(N(CC)CC)C.CN(C1C=CC=CN=1)C.[F:31][C:32]([F:43])([F:42])[C:33](O[C:33](=[O:34])[C:32]([F:43])([F:42])[F:31])=[O:34]. Product: [F:31][C:32]([F:43])([F:42])[C:33]([NH:1][CH2:2][C@H:3]1[CH2:7][CH2:6][N:5]([C:8]([O:10][C:11]([CH3:14])([CH3:13])[CH3:12])=[O:9])[CH2:4]1)=[O:34]. The catalyst class is: 34. (7) Reactant: [NH2:1][C:2]1[C:11]2[N:12]=[C:13]([CH3:18])[N:14]([CH2:15][CH2:16]O)[C:10]=2[C:9]2[CH:8]=[CH:7][CH:6]=[CH:5][C:4]=2[N:3]=1.S(Cl)([Cl:21])=O. Product: [Cl:21][CH2:16][CH2:15][N:14]1[C:10]2[C:9]3[CH:8]=[CH:7][CH:6]=[CH:5][C:4]=3[N:3]=[C:2]([NH2:1])[C:11]=2[N:12]=[C:13]1[CH3:18]. The catalyst class is: 26.